This data is from Catalyst prediction with 721,799 reactions and 888 catalyst types from USPTO. The task is: Predict which catalyst facilitates the given reaction. (1) Reactant: [OH:1][C:2]1[CH:9]=[CH:8][CH:7]=[CH:6][C:3]=1[C:4]#[N:5].C(=O)([O-])[O-].[K+].[K+].Cl[CH2:17][C:18]([NH2:20])=[O:19]. Product: [C:4]([C:3]1[CH:6]=[CH:7][CH:8]=[CH:9][C:2]=1[O:1][CH2:17][C:18]([NH2:20])=[O:19])#[N:5]. The catalyst class is: 3. (2) Reactant: Cl.[NH2:2][C:3]([NH2:5])=[NH:4].[CH3:6][CH:7]([C:13](OCC)=[O:14])[C:8](OCC)=[O:9].C[O-].[Na+]. Product: [NH2:4][C:3]1[N:5]=[C:8]([OH:9])[C:7]([CH3:6])=[C:13]([OH:14])[N:2]=1. The catalyst class is: 8.